This data is from Full USPTO retrosynthesis dataset with 1.9M reactions from patents (1976-2016). The task is: Predict the reactants needed to synthesize the given product. (1) Given the product [F:32][C:33]1[CH:38]=[CH:37][C:36]([C:2]2[C:13]([C:14]3[CH:19]=[CH:18][C:17]([C:20]4([NH:24][C:25](=[O:31])[O:26][C:27]([CH3:30])([CH3:29])[CH3:28])[CH2:21][CH2:22][CH2:23]4)=[CH:16][CH:15]=3)=[N:12][C:5]3[O:6][CH2:7][CH2:8][N:9]([CH3:10])[C:4]=3[CH:3]=2)=[CH:35][CH:34]=1, predict the reactants needed to synthesize it. The reactants are: Br[C:2]1[C:13]([C:14]2[CH:19]=[CH:18][C:17]([C:20]3([NH:24][C:25](=[O:31])[O:26][C:27]([CH3:30])([CH3:29])[CH3:28])[CH2:23][CH2:22][CH2:21]3)=[CH:16][CH:15]=2)=[N:12][C:5]2[O:6][CH2:7][C:8](=O)[N:9]([CH3:10])[C:4]=2[CH:3]=1.[F:32][C:33]1[CH:38]=[CH:37][C:36](B(O)O)=[CH:35][CH:34]=1.C1(P(C2C=CC=CC=2)C2C=CC=CC=2)C=CC=CC=1.[F-].[Cs+]. (2) Given the product [CH3:16][N:17]1[CH2:22][CH2:21][N:20]([CH2:2][CH2:3][CH2:4][O:5][C:6]2[CH:12]=[CH:11][C:9]([NH2:10])=[C:8]([N+:13]([O-:15])=[O:14])[CH:7]=2)[CH2:19][CH2:18]1, predict the reactants needed to synthesize it. The reactants are: Br[CH2:2][CH2:3][CH2:4][O:5][C:6]1[CH:12]=[CH:11][C:9]([NH2:10])=[C:8]([N+:13]([O-:15])=[O:14])[CH:7]=1.[CH3:16][N:17]1[CH2:22][CH2:21][NH:20][CH2:19][CH2:18]1. (3) Given the product [C:18]([C:8]1[CH:7]=[C:6]2[C:11]([N:2]([CH3:1])[CH2:3][CH2:4][N:5]2[C:20]2[C:24]3[CH2:25][N:26]([C:44]([NH:43][CH3:42])=[O:45])[CH2:27][CH2:28][C:23]=3[N:22]([CH:29]3[CH2:34][CH2:33][O:32][CH2:31][CH2:30]3)[N:21]=2)=[CH:10][C:9]=1[C:12]1[CH:13]=[N:14][N:15]([CH3:17])[CH:16]=1)#[N:19], predict the reactants needed to synthesize it. The reactants are: [CH3:1][N:2]1[C:11]2[C:6](=[CH:7][C:8]([C:18]#[N:19])=[C:9]([C:12]3[CH:13]=[N:14][N:15]([CH3:17])[CH:16]=3)[CH:10]=2)[N:5]([C:20]2[C:24]3[CH2:25][NH:26][CH2:27][CH2:28][C:23]=3[N:22]([CH:29]3[CH2:34][CH2:33][O:32][CH2:31][CH2:30]3)[N:21]=2)[CH2:4][CH2:3]1.C(N(CC)CC)C.[CH3:42][NH:43][C:44](N1C=CN=C1)=[O:45]. (4) Given the product [CH2:25]([O:24][C:22]([C:21]1[C:20]([CH3:27])=[N:1][C:2]2[C:3]([C:4]=1[NH2:5])=[C:6]([O:10][CH:11]1[CH2:16][CH2:15][CH2:14][CH2:13][CH:12]1[O:17][CH3:18])[CH:7]=[CH:8][CH:9]=2)=[O:23])[CH3:26], predict the reactants needed to synthesize it. The reactants are: [NH2:1][C:2]1[CH:9]=[CH:8][CH:7]=[C:6]([O:10][CH:11]2[CH2:16][CH2:15][CH2:14][CH2:13][CH:12]2[O:17][CH3:18])[C:3]=1[C:4]#[N:5].O=[C:20]([CH3:27])[CH2:21][C:22]([O:24][CH2:25][CH3:26])=[O:23]. (5) Given the product [Br:1][C:2]1[C:11]2[C:6](=[CH:7][CH:8]=[CH:9][CH:10]=2)[C:5]([O:12][CH2:20][CH2:21][N:22]2[CH2:27][CH2:26][CH2:25][CH2:24][CH2:23]2)=[CH:4][CH:3]=1, predict the reactants needed to synthesize it. The reactants are: [Br:1][C:2]1[C:11]2[C:6](=[CH:7][CH:8]=[CH:9][CH:10]=2)[C:5]([OH:12])=[CH:4][CH:3]=1.C(=O)([O-])[O-].[K+].[K+].Cl[CH2:20][CH2:21][N:22]1[CH2:27][CH2:26][CH2:25][CH2:24][CH2:23]1.O.